Dataset: NCI-60 drug combinations with 297,098 pairs across 59 cell lines. Task: Regression. Given two drug SMILES strings and cell line genomic features, predict the synergy score measuring deviation from expected non-interaction effect. Drug 1: CN(C)N=NC1=C(NC=N1)C(=O)N. Drug 2: C1=NC2=C(N=C(N=C2N1C3C(C(C(O3)CO)O)F)Cl)N. Cell line: OVCAR-5. Synergy scores: CSS=6.19, Synergy_ZIP=-2.20, Synergy_Bliss=1.51, Synergy_Loewe=-16.1, Synergy_HSA=0.730.